Dataset: Forward reaction prediction with 1.9M reactions from USPTO patents (1976-2016). Task: Predict the product of the given reaction. Given the reactants ClCCl.[CH3:4][C:5]1([CH3:24])[CH2:10][CH:9]([NH:11][CH:12]2[CH2:17][C:16]([CH3:19])([CH3:18])[NH:15][C:14]([CH3:21])([CH3:20])[CH2:13]2)[CH2:8][C:7]([CH3:23])([CH3:22])[NH:6]1.[C:25](Cl)(=[O:28])[CH:26]=[CH2:27].[OH-].[Na+], predict the reaction product. The product is: [CH3:22][C:7]1([CH3:23])[CH2:8][CH:9]([N:11]([CH:12]2[CH2:17][C:16]([CH3:19])([CH3:18])[NH:15][C:14]([CH3:21])([CH3:20])[CH2:13]2)[C:25](=[O:28])[CH:26]=[CH2:27])[CH2:10][C:5]([CH3:24])([CH3:4])[NH:6]1.